From a dataset of TCR-epitope binding with 47,182 pairs between 192 epitopes and 23,139 TCRs. Binary Classification. Given a T-cell receptor sequence (or CDR3 region) and an epitope sequence, predict whether binding occurs between them. (1) The epitope is KLNVGDYFV. The TCR CDR3 sequence is CASTYALAPDTQYF. Result: 1 (the TCR binds to the epitope). (2) The epitope is WICLLQFAY. The TCR CDR3 sequence is CASSYRVSPYNEQFF. Result: 0 (the TCR does not bind to the epitope). (3) The epitope is FLNGSCGSV. The TCR CDR3 sequence is CASSYSGTIYEQYF. Result: 1 (the TCR binds to the epitope). (4) The epitope is FIAGLIAIV. The TCR CDR3 sequence is CASNHAVKAFF. Result: 0 (the TCR does not bind to the epitope). (5) The TCR CDR3 sequence is CATSRPNRGEAFF. Result: 0 (the TCR does not bind to the epitope). The epitope is FLRGRAYGL.